From a dataset of Forward reaction prediction with 1.9M reactions from USPTO patents (1976-2016). Predict the product of the given reaction. (1) Given the reactants [Cl:1][C:2]1[N:3]=[CH:4][N:5]([C:7]2[CH:12]=[CH:11][C:10]([NH:13][C:14]3[S:15][C:16]4[CH2:22][C:21](=[O:23])[CH2:20][CH:19]([C:24]5[CH:29]=[CH:28][C:27]([F:30])=[CH:26][CH:25]=5)[C:17]=4[N:18]=3)=[CH:9][C:8]=2[O:31][CH3:32])[CH:6]=1.[BH4-].[Na+], predict the reaction product. The product is: [Cl:1][C:2]1[N:3]=[CH:4][N:5]([C:7]2[CH:12]=[CH:11][C:10]([NH:13][C:14]3[S:15][C:16]4[CH2:22][CH:21]([OH:23])[CH2:20][CH:19]([C:24]5[CH:29]=[CH:28][C:27]([F:30])=[CH:26][CH:25]=5)[C:17]=4[N:18]=3)=[CH:9][C:8]=2[O:31][CH3:32])[CH:6]=1. (2) The product is: [Br:1][C:2]1[CH:10]=[CH:9][CH:8]=[C:7]2[C:3]=1[CH2:4][N:5]([CH2:16][C:15]1[CH:18]=[CH:19][CH:20]=[C:13]([O:12][CH3:11])[CH:14]=1)[CH2:6]2. Given the reactants [Br:1][C:2]1[CH:10]=[CH:9][CH:8]=[C:7]2[C:3]=1[CH2:4][NH:5][CH2:6]2.[CH3:11][O:12][C:13]1[CH:14]=[C:15]([CH:18]=[CH:19][CH:20]=1)[CH2:16]Br.C([O-])([O-])=O.[K+].[K+], predict the reaction product. (3) Given the reactants Br[CH2:2][CH2:3][O:4][CH2:5][CH2:6][N:7]1[C:11]2[CH:12]=[CH:13][CH:14]=[CH:15][C:10]=2[N:9]([C:16]2[CH:21]=[CH:20][CH:19]=[CH:18][C:17]=2[F:22])[S:8]1(=[O:24])=[O:23].[CH3:25][NH:26][CH3:27], predict the reaction product. The product is: [F:22][C:17]1[CH:18]=[CH:19][CH:20]=[CH:21][C:16]=1[N:9]1[C:10]2[CH:15]=[CH:14][CH:13]=[CH:12][C:11]=2[N:7]([CH2:6][CH2:5][O:4][CH2:3][CH2:2][N:26]([CH3:27])[CH3:25])[S:8]1(=[O:24])=[O:23]. (4) The product is: [Cl:27][C:28]1[CH:29]=[C:30]([CH:31]=[C:32]([Cl:34])[CH:33]=1)[O:35][C:2]1[N:7]=[CH:6][C:5]([C:8]2[CH:20]=[CH:19][C:11]([C:12]([NH:14][S:15]([CH3:18])(=[O:16])=[O:17])=[O:13])=[CH:10][C:9]=2[O:21][CH3:22])=[CH:4][C:3]=1[C:23]([F:26])([F:25])[F:24]. Given the reactants Cl[C:2]1[N:7]=[CH:6][C:5]([C:8]2[CH:20]=[CH:19][C:11]([C:12]([NH:14][S:15]([CH3:18])(=[O:17])=[O:16])=[O:13])=[CH:10][C:9]=2[O:21][CH3:22])=[CH:4][C:3]=1[C:23]([F:26])([F:25])[F:24].[Cl:27][C:28]1[CH:29]=[C:30]([OH:35])[CH:31]=[C:32]([Cl:34])[CH:33]=1.C([O-])([O-])=O.[Cs+].[Cs+], predict the reaction product. (5) Given the reactants [Cl:1][C:2]1[CH:7]=[CH:6][C:5]([C:8]([C:10]2[CH:11]=[C:12]3[C:17](=[CH:18][CH:19]=2)[N+:16]([O-])=[CH:15][CH:14]=[C:13]3[CH2:21][CH2:22][C:23]2[CH:28]=[CH:27][CH:26]=[CH:25][CH:24]=2)=[O:9])=[CH:4][CH:3]=1.P(Cl)(Cl)([Cl:31])=O, predict the reaction product. The product is: [Cl:1][C:2]1[CH:7]=[CH:6][C:5]([C:8]([C:10]2[CH:11]=[C:12]3[C:17](=[CH:18][CH:19]=2)[N:16]=[C:15]([Cl:31])[CH:14]=[C:13]3[CH2:21][CH2:22][C:23]2[CH:28]=[CH:27][CH:26]=[CH:25][CH:24]=2)=[O:9])=[CH:4][CH:3]=1.